Dataset: Forward reaction prediction with 1.9M reactions from USPTO patents (1976-2016). Task: Predict the product of the given reaction. (1) Given the reactants [CH3:1][O:2][C:3]1[CH:4]=[C:5]2[C:10](=[CH:11][C:12]=1[O:13][CH2:14][CH:15]1[CH2:17][O:16]1)[N:9]=[CH:8][CH:7]=[C:6]2[O:18][C:19]1[C:20]([C:27]2[CH:32]=[CH:31][C:30]([CH3:33])=[CH:29][N:28]=2)=[N:21][C:22]([CH3:26])=[C:23]([CH3:25])[CH:24]=1.FC(F)(F)C(O)=[O:37].[OH-].[Na+].O, predict the reaction product. The product is: [CH3:1][O:2][C:3]1[CH:4]=[C:5]2[C:10](=[CH:11][C:12]=1[O:13][CH2:14][CH:15]([OH:37])[CH2:17][OH:16])[N:9]=[CH:8][CH:7]=[C:6]2[O:18][C:19]1[C:20]([C:27]2[CH:32]=[CH:31][C:30]([CH3:33])=[CH:29][N:28]=2)=[N:21][C:22]([CH3:26])=[C:23]([CH3:25])[CH:24]=1. (2) Given the reactants Br[C:2]1[CH:3]=[CH:4][C:5]2[O:14][CH2:13][CH2:12][N:11]3[C:7](=[N:8][C:9]([C:15]4[C:16]([C:20]([F:23])([F:22])[F:21])=[N:17][NH:18][CH:19]=4)=[CH:10]3)[C:6]=2[CH:24]=1.[C:25]([N:29]1[CH2:34][CH2:33][CH:32]([SH:35])[CH2:31][CH2:30]1)([CH3:28])([CH3:27])[CH3:26].CC1(C)C2C(=C(P(C3C=CC=CC=3)C3C=CC=CC=3)C=CC=2)OC2C(P(C3C=CC=CC=3)C3C=CC=CC=3)=CC=CC1=2.CCN(C(C)C)C(C)C, predict the reaction product. The product is: [C:25]([N:29]1[CH2:34][CH2:33][CH:32]([S:35][C:2]2[CH:3]=[CH:4][C:5]3[O:14][CH2:13][CH2:12][N:11]4[CH:10]=[C:9]([C:15]5[C:16]([C:20]([F:23])([F:22])[F:21])=[N:17][NH:18][CH:19]=5)[N:8]=[C:7]4[C:6]=3[CH:24]=2)[CH2:31][CH2:30]1)([CH3:28])([CH3:26])[CH3:27]. (3) Given the reactants [F:1][C:2]1[CH:33]=[CH:32][C:5]([C:6]([C:8]2[N:9]=[C:10]([NH:18][C:19]3[CH:23]=[C:22]([CH3:24])[N:21](C(OC(C)(C)C)=O)[N:20]=3)[C:11]3[C:16]([CH:17]=2)=[CH:15][CH:14]=[CH:13][CH:12]=3)=[O:7])=[CH:4][CH:3]=1.Cl.O1CCOCC1, predict the reaction product. The product is: [F:1][C:2]1[CH:33]=[CH:32][C:5]([C:6]([C:8]2[N:9]=[C:10]([NH:18][C:19]3[CH:23]=[C:22]([CH3:24])[NH:21][N:20]=3)[C:11]3[C:16]([CH:17]=2)=[CH:15][CH:14]=[CH:13][CH:12]=3)=[O:7])=[CH:4][CH:3]=1. (4) Given the reactants C([CH:3]([S+]1CCCC1)[C:4]([C:6]1[C:18]([CH3:19])=[CH:17][N:9]2[N:10]=[C:11]3[C:16]([CH:15]=[CH:14][CH:13]=[CH:12]3)=[C:8]2[C:7]=1[O:20][S:21]([C:24]([F:27])([F:26])[F:25])(=[O:23])=[O:22])=[O:5])#N.[OH:33]OS([O-])=O.[K+].CC[O:41][CH2:42]C, predict the reaction product. The product is: [CH3:19][C:18]1[C:6]([C:4](=[O:5])[C:3]([O:41][CH3:42])=[O:33])=[C:7]([O:20][S:21]([C:24]([F:27])([F:25])[F:26])(=[O:22])=[O:23])[C:8]2[N:9]([CH:17]=1)[N:10]=[C:11]1[C:16]=2[CH:15]=[CH:14][CH:13]=[CH:12]1. (5) Given the reactants [CH:1]([C@@H:4]1[CH2:9][CH2:8][C@@H:7]([CH3:10])[CH2:6][C@H:5]1[CH:11]=[O:12])([CH3:3])[CH3:2].[CH2:13]([Mg]Br)[CH2:14][CH3:15], predict the reaction product. The product is: [CH:1]([C@@H:4]1[CH2:9][CH2:8][C@@H:7]([CH3:10])[CH2:6][C@H:5]1[CH:11]([OH:12])[CH2:13][CH2:14][CH3:15])([CH3:3])[CH3:2]. (6) Given the reactants C([O:5][C:6](=[O:35])[CH:7]([CH:32]1[CH2:34][CH2:33]1)[CH2:8][NH:9][C:10]([C:12]1[N:13]=[C:14]([C:30]#[N:31])[C:15]2[C:20]([C:21]=1[OH:22])=[CH:19][CH:18]=[C:17]([O:23][C:24]1[CH:29]=[CH:28][CH:27]=[CH:26][CH:25]=1)[CH:16]=2)=[O:11])(C)(C)C.C(O)(C(F)(F)F)=O, predict the reaction product. The product is: [C:30]([C:14]1[C:15]2[C:20](=[CH:19][CH:18]=[C:17]([O:23][C:24]3[CH:25]=[CH:26][CH:27]=[CH:28][CH:29]=3)[CH:16]=2)[C:21]([OH:22])=[C:12]([C:10]([NH:9][CH2:8][CH:7]([CH:32]2[CH2:34][CH2:33]2)[C:6]([OH:35])=[O:5])=[O:11])[N:13]=1)#[N:31]. (7) Given the reactants [CH3:1][C@H:2]1[C@H:28](C)[C@@H:27]2[C@@:5]([C:31]([OH:33])=[O:32])([CH2:6][CH2:7][C@@:8]3([CH3:30])[C@:13]4([CH3:26])[CH2:14][CH2:15][C@H:16]5[C:21]([CH3:23])([CH3:22])[C@@H:20]([OH:24])[CH2:19][CH2:18][C@:17]5([CH3:25])[C@H:12]4[CH2:11][CH:10]=[C:9]32)[CH2:4][CH2:3]1.[CH3:34][O-].[Na+:36], predict the reaction product. The product is: [CH3:25][C@@:17]12[C@H:12]3[CH2:11][CH:10]=[C:9]4[C@@H:27]5[CH2:28][C:2]([CH3:34])([CH3:1])[CH2:3][CH2:4][C@:5]5([C:31]([O-:33])=[O:32])[CH2:6][CH2:7][C@@:8]4([CH3:30])[C@:13]3([CH3:26])[CH2:14][CH2:15][C@H:16]1[C:21]([CH3:22])([CH3:23])[C@@H:20]([OH:24])[CH2:19][CH2:18]2.[Na+:36].